Dataset: Reaction yield outcomes from USPTO patents with 853,638 reactions. Task: Predict the reaction yield, written as a fraction of the theoretical maximum amount of product (1.0 means a 100% yield; for example, 0.34 means a 34% yield). The reactants are [Br:1][C:2]1[CH:8]=[C:7]([N+:9]([O-:11])=[O:10])[C:5]([NH2:6])=[C:4]([N+:12]([O-:14])=[O:13])[CH:3]=1.[C:15](OC(=O)C)(=[O:17])[CH3:16]. The catalyst is CS(O)(=O)=O. The product is [Br:1][C:2]1[CH:8]=[C:7]([N+:9]([O-:11])=[O:10])[C:5]([NH:6][C:15](=[O:17])[CH3:16])=[C:4]([N+:12]([O-:14])=[O:13])[CH:3]=1. The yield is 0.830.